From a dataset of Reaction yield outcomes from USPTO patents with 853,638 reactions. Predict the reaction yield, written as a fraction of the theoretical maximum amount of product (1.0 means a 100% yield; for example, 0.34 means a 34% yield). (1) The reactants are Cl[S:2]([C:5]1[CH:6]=[C:7]2[C:11](=[CH:12][CH:13]=1)[NH:10][C:9](=[O:14])[CH2:8]2)(=[O:4])=[O:3].[NH2:15][C:16]1[CH:17]=[N:18][CH:19]=[CH:20][CH:21]=1. The catalyst is N1C=CC=CC=1. The product is [N:18]1[CH:19]=[CH:20][CH:21]=[C:16]([NH:15][S:2]([C:5]2[CH:6]=[C:7]3[C:11](=[CH:12][CH:13]=2)[NH:10][C:9](=[O:14])[CH2:8]3)(=[O:4])=[O:3])[CH:17]=1. The yield is 0.380. (2) The reactants are Cl[C:2]([O:4][CH2:5][C:6]1[CH:11]=[CH:10][CH:9]=[CH:8][CH:7]=1)=[O:3].[NH2:12][CH2:13][C:14]1([C:27]2[NH:31][C:30]3[CH:32]=[CH:33][CH:34]=[C:35]([C:36]4[CH:41]=[CH:40][CH:39]=[CH:38][CH:37]=4)[C:29]=3[N:28]=2)[CH2:19][CH2:18][N:17]([C:20]([O:22][C:23]([CH3:26])([CH3:25])[CH3:24])=[O:21])[CH2:16][CH2:15]1.C(N(CC)C(C)C)(C)C. The catalyst is C(Cl)Cl. The product is [CH2:5]([O:4][C:2]([NH:12][CH2:13][C:14]1([C:27]2[NH:31][C:30]3[CH:32]=[CH:33][CH:34]=[C:35]([C:36]4[CH:41]=[CH:40][CH:39]=[CH:38][CH:37]=4)[C:29]=3[N:28]=2)[CH2:15][CH2:16][N:17]([C:20]([O:22][C:23]([CH3:25])([CH3:26])[CH3:24])=[O:21])[CH2:18][CH2:19]1)=[O:3])[C:6]1[CH:11]=[CH:10][CH:9]=[CH:8][CH:7]=1. The yield is 1.06. (3) The reactants are [NH2:1][C:2]1[N:7]=[C:6]([C:8]([OH:10])=[O:9])[C:5]([CH3:11])=[CH:4][CH:3]=1.[OH-].[Na+].Cl[CH2:15][CH:16]=O. The catalyst is O. The product is [CH3:11][C:5]1[CH:4]=[CH:3][C:2]2[N:7]([CH:15]=[CH:16][N:1]=2)[C:6]=1[C:8]([OH:10])=[O:9]. The yield is 0.720. (4) The product is [C:1]([N:8]1[CH2:12][C@@H:11]([N:13]([CH:14]2[CH2:19][CH2:18][C:17]([CH3:21])([CH3:20])[CH2:16][CH2:15]2)[C:22](=[O:31])[C:23]([CH3:30])([CH3:29])[CH2:24][OH:25])[CH2:10][C@H:9]1[C:32]([OH:34])=[O:33])([O:3][C:4]([CH3:5])([CH3:6])[CH3:7])=[O:2]. The reactants are [C:1]([N:8]1[CH2:12][C@@H:11]([N:13]([C:22](=[O:31])[C:23]([CH3:30])([CH3:29])[CH2:24][O:25]C(=O)C)[CH:14]2[CH2:19][CH2:18][C:17]([CH3:21])([CH3:20])[CH2:16][CH2:15]2)[CH2:10][C@H:9]1[C:32]([O:34]C)=[O:33])([O:3][C:4]([CH3:7])([CH3:6])[CH3:5])=[O:2].[OH-].[Na+]. The yield is 0.950. The catalyst is CO.O. (5) The reactants are [CH:1]1([N:7]([CH:18]2[CH2:23][CH2:22][CH2:21][CH2:20][CH2:19]2)[C:8]([NH:10][C:11]2[S:12][C:13]([CH:16]=O)=[CH:14][N:15]=2)=[O:9])[CH2:6][CH2:5][CH2:4][CH2:3][CH2:2]1.Cl.[NH:25]1[CH2:30][CH2:29][CH:28]([NH:31][S:32]([CH:35]([CH3:37])[CH3:36])(=[O:34])=[O:33])[CH2:27][CH2:26]1.C(O[BH-](OC(=O)C)OC(=O)C)(=O)C.[Na+]. No catalyst specified. The product is [CH:1]1([N:7]([CH:18]2[CH2:23][CH2:22][CH2:21][CH2:20][CH2:19]2)[C:8](=[O:9])[NH:10][C:11]2[S:12][C:13]([CH2:16][N:25]3[CH2:26][CH2:27][CH:28]([NH:31][S:32]([CH:35]([CH3:37])[CH3:36])(=[O:33])=[O:34])[CH2:29][CH2:30]3)=[CH:14][N:15]=2)[CH2:6][CH2:5][CH2:4][CH2:3][CH2:2]1. The yield is 0.110. (6) The reactants are [C:1](=[O:22])(OC1C=CC([N+]([O-])=O)=CC=1)[O:2][CH2:3][C:4]1[CH:9]=[C:8]([CH3:10])[N:7]=[C:6]([CH3:11])[CH:5]=1.CCN(C(C)C)C(C)C.Cl.[CH3:33][O:34][C:35](=[O:40])[C:36]([NH2:39])([CH3:38])[CH3:37]. The catalyst is CN(C1C=CN=CC=1)C.CN(C=O)C. The product is [CH3:33][O:34][C:35]([C:36]([NH:39][C:1](=[O:22])[O:2][CH2:3][C:4]1[CH:5]=[C:6]([CH3:11])[N:7]=[C:8]([CH3:10])[CH:9]=1)([CH3:38])[CH3:37])=[O:40]. The yield is 0.490.